Dataset: Forward reaction prediction with 1.9M reactions from USPTO patents (1976-2016). Task: Predict the product of the given reaction. (1) Given the reactants [N:1]([C@H:4]([C@@H:7]1[O:11]C(=O)[N:9]([C:13]([O:15][C:16]([CH3:19])([CH3:18])[CH3:17])=[O:14])[CH2:8]1)[CH2:5][CH3:6])=[N+:2]=[N-:3].C(=O)([O-])[O-].[Cs+].[Cs+], predict the reaction product. The product is: [N:1]([C@H:4]([C@@H:7]([CH2:8][NH:9][C:13]([O:15][C:16]([CH3:17])([CH3:19])[CH3:18])=[O:14])[OH:11])[CH2:5][CH3:6])=[N+:2]=[N-:3]. (2) Given the reactants [CH3:1][O:2][C:3]1[CH:8]=[CH:7][CH:6]=[CH:5][C:4]=1[C:9]1[CH:10]=[C:11]([OH:18])[CH:12]=[C:13]2[O:17][CH2:16][O:15][C:14]=12.N1C=CC=CC=1.[S:25](O[S:25]([C:28]([F:31])([F:30])[F:29])(=[O:27])=[O:26])([C:28]([F:31])([F:30])[F:29])(=[O:27])=[O:26], predict the reaction product. The product is: [F:29][C:28]([F:31])([F:30])[S:25]([O:18][C:11]1[CH:12]=[C:13]2[O:17][CH2:16][O:15][C:14]2=[C:9]([C:4]2[CH:5]=[CH:6][CH:7]=[CH:8][C:3]=2[O:2][CH3:1])[CH:10]=1)(=[O:27])=[O:26]. (3) Given the reactants [C:1]([N:8]([CH2:20][C:21]([CH3:25])([CH3:24])[CH2:22][OH:23])[C:9](=[O:19])[C@H:10]([CH2:12][C:13]1[CH:18]=[CH:17][CH:16]=[CH:15][CH:14]=1)[NH2:11])([O:3][C:4]([CH3:7])([CH3:6])[CH3:5])=[O:2].C1([CH:32]([S:39]([O:42][C:43]2[CH:48]=[CH:47][CH:46]=[CH:45][CH:44]=2)(=[O:41])=[O:40])[CH2:33][CH2:34][S:35](Cl)(=[O:37])=[O:36])C=CC=CC=1, predict the reaction product. The product is: [C:1]([N:8]([CH2:20][C:21]([CH3:25])([CH3:24])[CH2:22][O:23][S:35]([CH2:34][CH2:33][CH2:32][S:39]([O:42][C:43]1[CH:48]=[CH:47][CH:46]=[CH:45][CH:44]=1)(=[O:41])=[O:40])(=[O:36])=[O:37])[C:9](=[O:19])[C@H:10]([CH2:12][C:13]1[CH:14]=[CH:15][CH:16]=[CH:17][CH:18]=1)[NH2:11])([O:3][C:4]([CH3:5])([CH3:7])[CH3:6])=[O:2]. (4) Given the reactants O([C:9]1[CH:18]=[CH:17][C:16]2[CH2:15][CH2:14][CH2:13][CH2:12][C:11]=2[C:10]=1[N+:19]([O-:21])=[O:20])S(C(F)(F)F)(=O)=O.[NH2:22][C:23]1[CH:31]=[CH:30][CH:29]=[C:28]2[C:24]=1[CH:25]=[CH:26][N:27]2[CH2:32][O:33][CH2:34][CH2:35][Si:36]([CH3:39])([CH3:38])[CH3:37], predict the reaction product. The product is: [N+:19]([C:10]1[C:11]2[CH2:12][CH2:13][CH2:14][CH2:15][C:16]=2[CH:17]=[CH:18][C:9]=1[NH:22][C:23]1[CH:31]=[CH:30][CH:29]=[C:28]2[C:24]=1[CH:25]=[CH:26][N:27]2[CH2:32][O:33][CH2:34][CH2:35][Si:36]([CH3:39])([CH3:38])[CH3:37])([O-:21])=[O:20]. (5) Given the reactants [NH2:1][C:2]1[CH:7]=[CH:6][C:5]([O:8][CH2:9][CH2:10][N:11]([CH2:24][C:25]([F:28])([F:27])[F:26])[C:12]2[CH:19]=[CH:18][C:15]([C:16]#[N:17])=[C:14]([C:20]([F:23])([F:22])[F:21])[CH:13]=2)=[CH:4][CH:3]=1.[Si]([N:33]=[C:34]=[O:35])(C)(C)C, predict the reaction product. The product is: [C:16]([C:15]1[CH:18]=[CH:19][C:12]([N:11]([CH2:24][C:25]([F:26])([F:27])[F:28])[CH2:10][CH2:9][O:8][C:5]2[CH:6]=[CH:7][C:2]([NH:1][C:34]([NH2:33])=[O:35])=[CH:3][CH:4]=2)=[CH:13][C:14]=1[C:20]([F:21])([F:22])[F:23])#[N:17]. (6) Given the reactants [CH2:1]([O:3][C:4]1[CH2:10][CH2:9][CH2:8][CH2:7][C:6](=[O:11])[CH:5]=1)[CH3:2].[CH2:12]([Mg]Cl)[CH2:13][C:14]1[CH:19]=[CH:18][CH:17]=[CH:16][CH:15]=1, predict the reaction product. The product is: [CH2:1]([O:3][C:4]1[CH2:10][CH2:9][CH2:8][CH2:7][C:6](=[O:11])[CH:5]=1)[CH3:2].[CH2:12]([C:4]1[CH2:10][CH2:9][CH2:8][CH2:7][C:6](=[O:11])[CH:5]=1)[CH2:13][C:14]1[CH:19]=[CH:18][CH:17]=[CH:16][CH:15]=1. (7) The product is: [Br:25][C:26]1[C:31]([F:32])=[CH:30][C:29]([S:33]([NH:14][C:13]2[CH:15]=[C:9]([N:4]3[CH2:3][C@H:2]([CH3:1])[NH:7][C@H:6]([CH3:8])[CH2:5]3)[CH:10]=[CH:11][C:12]=2[O:16][CH3:17])(=[O:34])=[O:35])=[C:28]([F:37])[CH:27]=1. Given the reactants [CH3:1][C@H:2]1[NH:7][C@@H:6]([CH3:8])[CH2:5][N:4]([C:9]2[CH:10]=[CH:11][C:12]([O:16][CH3:17])=[C:13]([CH:15]=2)[NH2:14])[CH2:3]1.CN1CCOCC1.[Br:25][C:26]1[C:31]([F:32])=[CH:30][C:29]([S:33](Cl)(=[O:35])=[O:34])=[C:28]([F:37])[CH:27]=1, predict the reaction product. (8) Given the reactants [C:1](=[N:4][NH2:5])([CH3:3])[CH3:2].C([O-])([O-])=O.[K+].[K+].[C:12](Cl)(=[N:19][OH:20])[C:13]1[CH:18]=[CH:17][CH:16]=[CH:15][CH:14]=1.C(OCC)(=O)C, predict the reaction product. The product is: [CH3:2][C:1]1([CH3:3])[O:20][N:19]=[C:12]([C:13]2[CH:18]=[CH:17][CH:16]=[CH:15][CH:14]=2)[N:4]1[NH2:5]. (9) Given the reactants F[C:2]1[CH:10]=[C:9]2[C:5]([C:6]([C:20]3[CH:28]=[C:27]4[C:23]([CH:24]=[N:25][NH:26]4)=[CH:22][CH:21]=3)=[CH:7][N:8]2S(C2C=CC=CC=2)(=O)=O)=[CH:4][CH:3]=1.[OH-].[Na+], predict the reaction product. The product is: [NH:8]1[C:9]2[C:5](=[CH:4][CH:3]=[CH:2][CH:10]=2)[C:6]([C:20]2[CH:28]=[C:27]3[C:23]([CH:24]=[N:25][NH:26]3)=[CH:22][CH:21]=2)=[CH:7]1.